From a dataset of Retrosynthesis with 50K atom-mapped reactions and 10 reaction types from USPTO. Predict the reactants needed to synthesize the given product. Given the product O=C(Nc1ccccc1-c1nnn[nH]1)c1ccc(Oc2ccc3ccccc3c2)cc1, predict the reactants needed to synthesize it. The reactants are: N#Cc1ccccc1NC(=O)c1ccc(Oc2ccc3ccccc3c2)cc1.[N-]=[N+]=[N-].